Dataset: Forward reaction prediction with 1.9M reactions from USPTO patents (1976-2016). Task: Predict the product of the given reaction. (1) Given the reactants [Br:1][C:2]1[CH:6]=[C:5]([C:7]([OH:9])=O)[S:4][CH:3]=1.Cl.[NH2:11][C:12]1[CH:13]=[C:14]([CH:21]=[CH:22][C:23]=1[CH3:24])[C:15]([NH:17][CH:18]1[CH2:20][CH2:19]1)=[O:16], predict the reaction product. The product is: [Br:1][C:2]1[CH:6]=[C:5]([C:7]([NH:11][C:12]2[CH:13]=[C:14]([C:15](=[O:16])[NH:17][CH:18]3[CH2:20][CH2:19]3)[CH:21]=[CH:22][C:23]=2[CH3:24])=[O:9])[S:4][CH:3]=1. (2) The product is: [Cl:8][C:9]1[C:14]([N+:15]([O-:17])=[O:16])=[C:13]([NH:24][CH2:23][C:22]([CH3:26])([OH:21])[CH3:25])[C:12]([CH3:19])=[C:11]([CH3:20])[N:10]=1. Given the reactants C(N(CC)CC)C.[Cl:8][C:9]1[C:14]([N+:15]([O-:17])=[O:16])=[C:13](Cl)[C:12]([CH3:19])=[C:11]([CH3:20])[N:10]=1.[OH:21][C:22]([CH3:26])([CH3:25])[CH2:23][NH2:24], predict the reaction product. (3) Given the reactants Cl.[NH2:2][CH2:3][C:4]([C:6]1[CH:11]=[CH:10][C:9]([N+:12]([O-:14])=[O:13])=[CH:8][CH:7]=1)=[O:5].Cl[C:16](=[O:23])[CH2:17][CH2:18][C:19]([O:21][CH3:22])=[O:20].O, predict the reaction product. The product is: [N+:12]([C:9]1[CH:8]=[CH:7][C:6]([C:4](=[O:5])[CH2:3][NH:2][C:16](=[O:23])[CH2:17][CH2:18][C:19]([O:21][CH3:22])=[O:20])=[CH:11][CH:10]=1)([O-:14])=[O:13].